This data is from Full USPTO retrosynthesis dataset with 1.9M reactions from patents (1976-2016). The task is: Predict the reactants needed to synthesize the given product. (1) Given the product [CH3:27][N:13]([C@H:11]1[CH2:12][N:9]([C:6]2[CH:7]=[CH:8][C:3]([O:2][CH3:1])=[CH:4][CH:5]=2)[C:10]1=[O:24])[C:14](=[O:23])[O:15][CH2:16][C:17]1[CH:18]=[CH:19][CH:20]=[CH:21][CH:22]=1, predict the reactants needed to synthesize it. The reactants are: [CH3:1][O:2][C:3]1[CH:8]=[CH:7][C:6]([N:9]2[CH2:12][C@H:11]([NH:13][C:14](=[O:23])[O:15][CH2:16][C:17]3[CH:22]=[CH:21][CH:20]=[CH:19][CH:18]=3)[C:10]2=[O:24])=[CH:5][CH:4]=1.[H-].[Na+].[CH3:27]I. (2) Given the product [CH2:1]([O:8][N:9]1[C:15](=[O:16])[N:14]2[CH2:17][C@H:10]1[CH2:11][CH2:12][C@H:13]2[C:18]([NH:21][O:22][CH2:23][C@@H:24]([NH:26][C:27](=[O:33])[O:28][C:29]([CH3:32])([CH3:31])[CH3:30])[CH3:25])=[O:20])[C:2]1[CH:3]=[CH:4][CH:5]=[CH:6][CH:7]=1, predict the reactants needed to synthesize it. The reactants are: [CH2:1]([O:8][N:9]1[C:15](=[O:16])[N:14]2[CH2:17][C@H:10]1[CH2:11][CH2:12][C@H:13]2[C:18]([OH:20])=O)[C:2]1[CH:7]=[CH:6][CH:5]=[CH:4][CH:3]=1.[NH2:21][O:22][CH2:23][C@@H:24]([NH:26][C:27](=[O:33])[O:28][C:29]([CH3:32])([CH3:31])[CH3:30])[CH3:25].